From a dataset of Catalyst prediction with 721,799 reactions and 888 catalyst types from USPTO. Predict which catalyst facilitates the given reaction. (1) Reactant: [Br:1][CH:2]([P:9](=[O:14])([O:12]C)[O:10]C)[C:3]1[CH:8]=[CH:7][CH:6]=[CH:5][CH:4]=1.C[Si](Br)(C)C. Product: [Br:1][CH:2]([P:9](=[O:10])([OH:14])[OH:12])[C:3]1[CH:8]=[CH:7][CH:6]=[CH:5][CH:4]=1. The catalyst class is: 2. (2) Reactant: [Br:1][C:2]1[CH:7]=[CH:6][C:5]([Cl:8])=[CH:4][C:3]=1[C@H:9]([NH2:11])[CH3:10].[C:12](O[C:12]([O:14][C:15]([CH3:18])([CH3:17])[CH3:16])=[O:13])([O:14][C:15]([CH3:18])([CH3:17])[CH3:16])=[O:13]. Product: [C:15]([O:14][C:12](=[O:13])[NH:11][C@@H:9]([C:3]1[CH:4]=[C:5]([Cl:8])[CH:6]=[CH:7][C:2]=1[Br:1])[CH3:10])([CH3:18])([CH3:17])[CH3:16]. The catalyst class is: 2. (3) Reactant: [C:1]([NH:5][C:6]1[C:10]2[CH:11]=[N:12][C:13](Cl)=[CH:14][C:9]=2[N:8]([CH:16]([CH3:18])[CH3:17])[N:7]=1)([CH3:4])([CH3:3])[CH3:2].[CH:19]1([S:22]([N:25]2[CH:29]=[C:28]([C:30]3[N:35]=[C:34]([NH2:36])[CH:33]=[CH:32][N:31]=3)[CH:27]=[N:26]2)(=[O:24])=[O:23])[CH2:21][CH2:20]1.C(=O)([O-])[O-].[Cs+].[Cs+].C1(P(C2C=CC=CC=2)C2C3OC4C(=CC=CC=4P(C4C=CC=CC=4)C4C=CC=CC=4)C(C)(C)C=3C=CC=2)C=CC=CC=1. Product: [C:1]([NH:5][C:6]1[C:10]2[CH:11]=[N:12][C:13]([NH:36][C:34]3[CH:33]=[CH:32][N:31]=[C:30]([C:28]4[CH:27]=[N:26][N:25]([S:22]([CH:19]5[CH2:21][CH2:20]5)(=[O:24])=[O:23])[CH:29]=4)[N:35]=3)=[CH:14][C:9]=2[N:8]([CH:16]([CH3:18])[CH3:17])[N:7]=1)([CH3:4])([CH3:3])[CH3:2]. The catalyst class is: 62. (4) Reactant: [Br:1][CH2:2][CH2:3][CH2:4][CH2:5][CH2:6][CH2:7][CH2:8][CH2:9][CH2:10][CH2:11][CH2:12][OH:13].[N+:14]([C:17]1[CH:18]=[C:19]([CH:23]=[C:24]([N+:26]([O-:28])=[O:27])[CH:25]=1)[C:20](Cl)=[O:21])([O-:16])=[O:15].N1C=CC=CC=1. Product: [N+:14]([C:17]1[CH:18]=[C:19]([CH:23]=[C:24]([N+:26]([O-:28])=[O:27])[CH:25]=1)[C:20]([O:13][CH2:12][CH2:11][CH2:10][CH2:9][CH2:8][CH2:7][CH2:6][CH2:5][CH2:4][CH2:3][CH2:2][Br:1])=[O:21])([O-:16])=[O:15]. The catalyst class is: 119. (5) Reactant: N(C(OC(C)C)=O)=NC(OC(C)C)=O.[CH2:15]([O:22][C:23]1[C:28]2[C:29]([OH:32])=[N:30][O:31][C:27]=2[CH:26]=[CH:25][CH:24]=1)[C:16]1[CH:21]=[CH:20][CH:19]=[CH:18][CH:17]=1.O[CH2:34][CH2:35][CH:36]1[CH2:41][CH2:40][N:39]([C:42]([O:44][C:45]([CH3:48])([CH3:47])[CH3:46])=[O:43])[CH2:38][CH2:37]1.C1(P(C2C=CC=CC=2)C2C=CC=CC=2)C=CC=CC=1. Product: [CH2:15]([O:22][C:23]1[C:28]2[C:29]([O:32][CH2:34][CH2:35][CH:36]3[CH2:37][CH2:38][N:39]([C:42]([O:44][C:45]([CH3:46])([CH3:48])[CH3:47])=[O:43])[CH2:40][CH2:41]3)=[N:30][O:31][C:27]=2[CH:26]=[CH:25][CH:24]=1)[C:16]1[CH:17]=[CH:18][CH:19]=[CH:20][CH:21]=1. The catalyst class is: 11.